Dataset: Peptide-MHC class II binding affinity with 134,281 pairs from IEDB. Task: Regression. Given a peptide amino acid sequence and an MHC pseudo amino acid sequence, predict their binding affinity value. This is MHC class II binding data. (1) The MHC is HLA-DQA10103-DQB10603 with pseudo-sequence HLA-DQA10103-DQB10603. The peptide sequence is WSIHGKGEWMTTEDM. The binding affinity (normalized) is 0. (2) The peptide sequence is WNIVKLMSGKDVFYL. The MHC is DRB1_1501 with pseudo-sequence DRB1_1501. The binding affinity (normalized) is 0.818. (3) The peptide sequence is LISKLVVECKSSSEV. The MHC is DRB1_0101 with pseudo-sequence DRB1_0101. The binding affinity (normalized) is 0.415. (4) The peptide sequence is SLIYRRRLMKQDFSV. The MHC is DRB1_0101 with pseudo-sequence DRB1_0101. The binding affinity (normalized) is 0.102. (5) The peptide sequence is LQGPFNFRFLTEKGMKNVFDDVVPEKYTIG. The MHC is HLA-DPA10103-DPB10401 with pseudo-sequence HLA-DPA10103-DPB10401. The binding affinity (normalized) is 0.209. (6) The peptide sequence is EVVDYLGIPASARPV. The MHC is HLA-DPA10103-DPB10401 with pseudo-sequence HLA-DPA10103-DPB10401. The binding affinity (normalized) is 0.178. (7) The peptide sequence is TGFLIIILAIIAKEGDCAPE. The MHC is DRB1_0401 with pseudo-sequence DRB1_0401. The binding affinity (normalized) is 0.